This data is from Reaction yield outcomes from USPTO patents with 853,638 reactions. The task is: Predict the reaction yield, written as a fraction of the theoretical maximum amount of product (1.0 means a 100% yield; for example, 0.34 means a 34% yield). (1) The yield is 0.150. The product is [C:1]([O:5][C:6]([N:8]1[CH2:12][CH2:11][CH2:10][CH:9]1[C:13]1[NH:17][C:16]2[CH:18]=[C:19]([C:41]3[CH:42]=[CH:43][C:37]4[N:36]=[C:35]([CH:31]5[CH2:32][CH2:33][CH2:34][N:30]5[C:28]([O:27][C:23]([CH3:24])([CH3:25])[CH3:26])=[O:29])[NH:39][C:38]=4[CH:40]=3)[CH:20]=[CH:21][C:15]=2[N:14]=1)=[O:7])([CH3:4])([CH3:3])[CH3:2]. The catalyst is COCCOC.O.C(OCC)(=O)C.C1C=CC([P]([Pd]([P](C2C=CC=CC=2)(C2C=CC=CC=2)C2C=CC=CC=2)([P](C2C=CC=CC=2)(C2C=CC=CC=2)C2C=CC=CC=2)[P](C2C=CC=CC=2)(C2C=CC=CC=2)C2C=CC=CC=2)(C2C=CC=CC=2)C2C=CC=CC=2)=CC=1. The reactants are [C:1]([O:5][C:6]([N:8]1[CH2:12][CH2:11][CH2:10][CH:9]1[C:13]1[NH:17][C:16]2[CH:18]=[C:19](Br)[CH:20]=[CH:21][C:15]=2[N:14]=1)=[O:7])([CH3:4])([CH3:3])[CH3:2].[C:23]([O:27][C:28]([N:30]1[CH2:34][CH2:33][CH2:32][CH:31]1[C:35]1[NH:39][C:38]2[CH:40]=[C:41](B3OC(C)(C)C(C)(C)O3)[CH:42]=[CH:43][C:37]=2[N:36]=1)=[O:29])([CH3:26])([CH3:25])[CH3:24].C(=O)([O-])[O-].[K+].[K+]. (2) The reactants are [C:1]([O:5][C:6]([N:8]1[CH2:13][CH2:12][CH:11]([CH2:14][NH2:15])[CH2:10][CH2:9]1)=[O:7])([CH3:4])([CH3:3])[CH3:2].[Br:16][C:17]1[C:18](Cl)=[N:19][C:20]([Cl:23])=[N:21][CH:22]=1. The catalyst is C1COCC1.CCN(C(C)C)C(C)C.O.CCOC(C)=O. The product is [C:1]([O:5][C:6]([N:8]1[CH2:13][CH2:12][CH:11]([CH2:14][NH:15][C:18]2[C:17]([Br:16])=[CH:22][N:21]=[C:20]([Cl:23])[N:19]=2)[CH2:10][CH2:9]1)=[O:7])([CH3:4])([CH3:3])[CH3:2]. The yield is 0.750. (3) The yield is 0.970. The reactants are [Br:1][C:2]1[CH:3]=[C:4]([C:9]#[C:10][CH3:11])[C:5]([NH2:8])=[N:6][CH:7]=1.CC(C)([O-])C.[K+]. The catalyst is C(O)(C)(C)C. The product is [Br:1][C:2]1[CH:3]=[C:4]2[CH:9]=[C:10]([CH3:11])[NH:8][C:5]2=[N:6][CH:7]=1. (4) The reactants are [OH-].[Li+].[F:3][C:4]1[CH:5]=[C:6]([C:11]2[CH:16]=[CH:15][C:14]([C:17]([NH:19][C@H:20]([C:28]([O:30]C)=[O:29])[C@@H:21]([CH3:27])[O:22][C:23]([CH3:26])([CH3:25])[CH3:24])=[O:18])=[C:13]([NH:32][C:33]([NH:35][C:36]3[C:41]([CH3:42])=[CH:40][C:39]([CH3:43])=[CH:38][C:37]=3[CH3:44])=[O:34])[CH:12]=2)[CH:7]=[C:8]([F:10])[CH:9]=1.CO.O. The catalyst is C1COCC1. The product is [F:3][C:4]1[CH:5]=[C:6]([C:11]2[CH:16]=[CH:15][C:14]([C:17]([NH:19][C@H:20]([C:28]([OH:30])=[O:29])[C@@H:21]([CH3:27])[O:22][C:23]([CH3:25])([CH3:24])[CH3:26])=[O:18])=[C:13]([NH:32][C:33]([NH:35][C:36]3[C:37]([CH3:44])=[CH:38][C:39]([CH3:43])=[CH:40][C:41]=3[CH3:42])=[O:34])[CH:12]=2)[CH:7]=[C:8]([F:10])[CH:9]=1. The yield is 1.00. (5) The reactants are N(C(OC(C)C)=O)=NC(OC(C)C)=O.[OH:15][C:16]1[CH:17]=[N:18][C:19]([N:22]2[CH2:27][CH2:26][N:25]([C:28]([O:30][C:31]([CH3:34])([CH3:33])[CH3:32])=[O:29])[CH2:24][CH2:23]2)=[N:20][CH:21]=1.C1(P(C2C=CC=CC=2)C2C=CC=CC=2)C=CC=CC=1.[N:54]1([C:59]2[CH:64]=[CH:63][C:62]([CH2:65]O)=[CH:61][CH:60]=2)[CH:58]=[N:57][N:56]=[N:55]1. The yield is 0.430. The product is [N:54]1([C:59]2[CH:64]=[CH:63][C:62]([CH2:65][O:15][C:16]3[CH:21]=[N:20][C:19]([N:22]4[CH2:23][CH2:24][N:25]([C:28]([O:30][C:31]([CH3:34])([CH3:33])[CH3:32])=[O:29])[CH2:26][CH2:27]4)=[N:18][CH:17]=3)=[CH:61][CH:60]=2)[CH:58]=[N:57][N:56]=[N:55]1. The catalyst is C1COCC1. (6) The reactants are [CH3:1][O:2][C:3]([CH3:14])([CH3:13])[CH2:4][N:5]1[CH:9]=[CH:8][C:7]([N+:10]([O-])=O)=[N:6]1.[H][H]. The catalyst is [Pd].C(O)C. The product is [CH3:1][O:2][C:3]([CH3:14])([CH3:13])[CH2:4][N:5]1[CH:9]=[CH:8][C:7]([NH2:10])=[N:6]1. The yield is 0.710.